The task is: Predict the product of the given reaction.. This data is from Forward reaction prediction with 1.9M reactions from USPTO patents (1976-2016). (1) Given the reactants [NH2:1][OH:2].O.[CH3:4][N:5]1[CH:9]=[CH:8][C:7]([S:10](Cl)(=[O:12])=[O:11])=[N:6]1.S(Cl)(Cl)(=O)=O, predict the reaction product. The product is: [OH:2][NH:1][S:10]([C:7]1[CH:8]=[CH:9][N:5]([CH3:4])[N:6]=1)(=[O:12])=[O:11]. (2) Given the reactants [CH3:1][N:2]1[CH:6]=[C:5]([NH:7][C:8]2[N:13]=[C:12]3[N:14]([CH2:17][C:18]4[CH:25]=[CH:24][CH:23]=[CH:22][C:19]=4[C:20]#[N:21])[N:15]=[CH:16][C:11]3=[CH:10][N:9]=2)[CH:4]=[N:3]1.[OH-:26].[Na+].OO, predict the reaction product. The product is: [CH3:1][N:2]1[CH:6]=[C:5]([NH:7][C:8]2[N:13]=[C:12]3[N:14]([CH2:17][C:18]4[CH:25]=[CH:24][CH:23]=[CH:22][C:19]=4[C:20]([NH2:21])=[O:26])[N:15]=[CH:16][C:11]3=[CH:10][N:9]=2)[CH:4]=[N:3]1. (3) Given the reactants [CH2:1]([O:3][C:4]([C:6]1[N:7]([CH3:13])[C:8](Br)=[N:9][C:10]=1[CH3:11])=[O:5])[CH3:2].[C:14]([C:16]1[CH:22]=[CH:21][C:19]([NH2:20])=[CH:18][CH:17]=1)#[CH:15], predict the reaction product. The product is: [CH2:1]([O:3][C:4]([C:6]1[N:7]([CH3:13])[C:8]([C:15]#[C:14][C:16]2[CH:22]=[CH:21][C:19]([NH2:20])=[CH:18][CH:17]=2)=[N:9][C:10]=1[CH3:11])=[O:5])[CH3:2].